This data is from Reaction yield outcomes from USPTO patents with 853,638 reactions. The task is: Predict the reaction yield, written as a fraction of the theoretical maximum amount of product (1.0 means a 100% yield; for example, 0.34 means a 34% yield). (1) The product is [Br:1][C:2]1[CH:3]=[C:4]([CH2:9][CH2:10][CH:11]([CH3:12])[CH3:13])[CH:5]=[C:6]([Br:8])[CH:7]=1. The yield is 0.770. The catalyst is C(O)COCCO. The reactants are [Br:1][C:2]1[CH:3]=[C:4]([C:9](=O)[CH2:10][CH:11]([CH3:13])[CH3:12])[CH:5]=[C:6]([Br:8])[CH:7]=1.O.NN.[OH-].[K+].Cl. (2) The reactants are Br[CH2:2][C:3]1[O:4][C:5](=[O:9])[O:6][C:7]=1[CH3:8].C(O)=[O:11].C([O-])=O.Cl. The catalyst is CC#N.CO. The product is [OH:11][CH2:2][C:3]1[O:4][C:5](=[O:9])[O:6][C:7]=1[CH3:8]. The yield is 0.690. (3) The reactants are C[C:2](C)([O-:4])C.[K+].[CH3:7][N:8]1[C:16]2[C:11](=[CH:12][CH:13]=[CH:14][CH:15]=2)[CH:10]=[C:9]1[CH2:17][CH2:18][C:19]([O:21][CH3:22])=[O:20].C(OC)=O. The catalyst is C1COCC1. The product is [OH:4][CH:2]=[C:18]([CH2:17][C:9]1[N:8]([CH3:7])[C:16]2[C:11]([CH:10]=1)=[CH:12][CH:13]=[CH:14][CH:15]=2)[C:19]([O:21][CH3:22])=[O:20]. The yield is 0.352. (4) The reactants are II.[Cl:3][C:4]1[CH:5]=[C:6]([CH:10]=[C:11]([O:13]C)[CH:12]=1)[C:7]([OH:9])=[O:8]. The catalyst is C1(C)C=CC=CC=1.[I-].C([N+](CCCC)(CCCC)CCCC)CCC. The product is [Cl:3][C:4]1[CH:5]=[C:6]([CH:10]=[C:11]([OH:13])[CH:12]=1)[C:7]([OH:9])=[O:8]. The yield is 0.830. (5) The reactants are [N+:1]([C:4]1[CH:9]=[CH:8][CH:7]=[CH:6][C:5]=1[NH2:10])([O-])=O.Cl[C:12]1[N:17]=[CH:16][N:15]=[C:14]([N:18]([CH2:42][C:43]2[CH:48]=[CH:47][CH:46]=[CH:45][N:44]=2)[C:19]([N:21]([C:30]2[C:35]([Cl:36])=[C:34]([O:37][CH3:38])[CH:33]=[C:32]([O:39][CH3:40])[C:31]=2[Cl:41])COCC[Si](C)(C)C)=[O:20])[CH:13]=1. No catalyst specified. The product is [Cl:41][C:31]1[C:32]([O:39][CH3:40])=[CH:33][C:34]([O:37][CH3:38])=[C:35]([Cl:36])[C:30]=1[NH:21][C:19](=[O:20])[N:18]([C:14]1[N:15]=[CH:16][N:17]=[C:12]([NH:1][C:4]2[CH:9]=[CH:8][CH:7]=[CH:6][C:5]=2[NH:10][C:34](=[O:37])[CH:33]=[CH2:32])[CH:13]=1)[CH2:42][C:43]1[CH:48]=[CH:47][CH:46]=[CH:45][N:44]=1. The yield is 0.130. (6) The reactants are [CH3:1][C:2]1([CH3:17])[C:10]2[C:5](=[CH:6][C:7]([N+:11]([O-])=O)=[CH:8][CH:9]=2)[N:4]([C:14](=[O:16])[CH3:15])[CH2:3]1. The catalyst is CO.[Pd]. The product is [NH2:11][C:7]1[CH:6]=[C:5]2[C:10]([C:2]([CH3:17])([CH3:1])[CH2:3][N:4]2[C:14](=[O:16])[CH3:15])=[CH:9][CH:8]=1. The yield is 0.610. (7) The product is [O:1]1[C:5]2[CH:6]=[CH:7][C:8]([C:10]3([C:13]([NH:15][C:16]4[CH:17]=[C:18]([C:23]5[CH:28]=[CH:27][C:26]([CH2:29][NH:39][CH3:36])=[CH:25][CH:24]=5)[C:19]([CH3:22])=[CH:20][CH:21]=4)=[O:14])[CH2:12][CH2:11]3)=[CH:9][C:4]=2[O:3][CH2:2]1. The reactants are [O:1]1[C:5]2[CH:6]=[CH:7][C:8]([C:10]3([C:13]([NH:15][C:16]4[CH:17]=[C:18]([C:23]5[CH:28]=[CH:27][C:26]([CH2:29]O)=[CH:25][CH:24]=5)[C:19]([CH3:22])=[CH:20][CH:21]=4)=[O:14])[CH2:12][CH2:11]3)=[CH:9][C:4]=2[O:3][CH2:2]1.CS(Cl)(=O)=O.[CH:36]([N:39](CC)C(C)C)(C)C.CN.C1COCC1. The catalyst is ClCCl. The yield is 0.600.